Dataset: Catalyst prediction with 721,799 reactions and 888 catalyst types from USPTO. Task: Predict which catalyst facilitates the given reaction. (1) Product: [NH2:1][C:2]1[CH:7]=[CH:6][C:5]([NH:8][C:9]2[CH:14]=[C:13]([OH:15])[C:12]([N:16]([CH2:18][CH2:19][OH:20])[CH3:17])=[CH:11][C:10]=2[OH:21])=[C:4]([CH3:22])[C:3]=1[CH3:23]. The catalyst class is: 611. Reactant: [NH2:1][C:2]1[CH:7]=[CH:6][C:5]([NH:8][C:9]2[C:10](=[O:21])[CH:11]=[C:12]([N:16]([CH2:18][CH2:19][OH:20])[CH3:17])[C:13](=[O:15])[CH:14]=2)=[C:4]([CH3:22])[C:3]=1[CH3:23].S(S([O-])=O)([O-])=O. (2) Product: [CH3:20][C@@H:21]1[NH:22][CH2:23][CH2:24][N:25]([C@@H:7]([C:1]2[CH:6]=[CH:5][CH:4]=[CH:3][CH:2]=2)[CH3:8])[CH2:26]1. Reactant: [C:1]1([C@H:7](O)[CH3:8])[CH:6]=[CH:5][CH:4]=[CH:3][CH:2]=1.CS(Cl)(=O)=O.S([O-])(=O)(=O)C.[CH3:20][C@@H:21]1[CH2:26][NH:25][CH2:24][CH2:23][NH:22]1. The catalyst class is: 513. (3) Reactant: [F:1][C:2]1[CH:3]=[CH:4][C:5]([N+:22]([O-])=O)=[C:6]([C:8]2[N:9]=[C:10]([CH2:13][NH:14][C:15](=[O:21])[O:16][C:17]([CH3:20])([CH3:19])[CH3:18])[S:11][CH:12]=2)[CH:7]=1. Product: [NH2:22][C:5]1[CH:4]=[CH:3][C:2]([F:1])=[CH:7][C:6]=1[C:8]1[N:9]=[C:10]([CH2:13][NH:14][C:15](=[O:21])[O:16][C:17]([CH3:19])([CH3:18])[CH3:20])[S:11][CH:12]=1. The catalyst class is: 78.